This data is from Catalyst prediction with 721,799 reactions and 888 catalyst types from USPTO. The task is: Predict which catalyst facilitates the given reaction. (1) Reactant: Cl[C:2]1[N:7]=[C:6]2[NH:8][CH:9]=[CH:10][C:5]2=[C:4]([O:11][C:12]2[CH:18]=[CH:17][C:15]([NH2:16])=[CH:14][C:13]=2[F:19])[CH:3]=1. Product: [F:19][C:13]1[CH:14]=[C:15]([CH:17]=[CH:18][C:12]=1[O:11][C:4]1[CH:3]=[CH:2][N:7]=[C:6]2[NH:8][CH:9]=[CH:10][C:5]=12)[NH2:16]. The catalyst class is: 29. (2) Reactant: [H-].[Na+].[CH3:3][CH2:4][O:5][C:6]([CH:8](P(OCC)(OCC)=O)[CH3:9])=[O:7].[Br:18][C:19]1[CH:20]=[CH:21][C:22]([N:27]([CH3:35])[CH2:28][C:29]2[CH:30]=[N:31][N:32]([CH3:34])[CH:33]=2)=[C:23]([CH:26]=1)[CH:24]=O. Product: [Br:18][C:19]1[CH:20]=[CH:21][C:22]([N:27]([CH3:35])[CH2:28][C:29]2[CH:30]=[N:31][N:32]([CH3:34])[CH:33]=2)=[C:23](/[CH:24]=[C:8](\[CH3:9])/[C:6]([O:5][CH2:4][CH3:3])=[O:7])[CH:26]=1. The catalyst class is: 11. (3) Reactant: Br[C:2]1[N:6]2[N:7]=[C:8]([C:11]([O:13]C)=[O:12])[CH:9]=[CH:10][C:5]2=[N:4][CH:3]=1.[Cl:15][C:16]1[CH:17]=[C:18](B(O)O)[CH:19]=[CH:20][CH:21]=1.C([O-])([O-])=O.[Cs+].[Cs+].O1CCOCC1. Product: [Cl:15][C:16]1[CH:21]=[C:20]([C:2]2[N:6]3[N:7]=[C:8]([C:11]([OH:13])=[O:12])[CH:9]=[CH:10][C:5]3=[N:4][CH:3]=2)[CH:19]=[CH:18][CH:17]=1. The catalyst class is: 40. (4) Reactant: Br[CH2:2][C:3](=[O:7])[CH:4]([CH3:6])[CH3:5].[CH2:8]([O:15][CH2:16][C:17]([OH:19])=[O:18])[C:9]1[CH:14]=[CH:13][CH:12]=[CH:11][CH:10]=1.C(=O)([O-])[O-].[K+].[K+]. The catalyst class is: 9. Product: [CH3:5][CH:4]([CH3:6])[C:3](=[O:7])[CH2:2][O:19][C:17](=[O:18])[CH2:16][O:15][CH2:8][C:9]1[CH:14]=[CH:13][CH:12]=[CH:11][CH:10]=1. (5) Reactant: [Li+].[OH-].[Cl:3][C:4]1[CH:38]=[CH:37][CH:36]=[C:35]([Cl:39])[C:5]=1[C:6]([NH:8][C@H:9]([C:31]([O:33]C)=[O:32])[CH2:10][C:11]1[CH:16]=[CH:15][C:14]([NH:17][C:18](=[O:30])[CH2:19][C:20]2[CH:29]=[CH:28][C:27]3[CH2:26][CH2:25][CH2:24][NH:23][C:22]=3[N:21]=2)=[CH:13][CH:12]=1)=[O:7]. Product: [Cl:39][C:35]1[CH:36]=[CH:37][CH:38]=[C:4]([Cl:3])[C:5]=1[C:6]([NH:8][C@H:9]([C:31]([OH:33])=[O:32])[CH2:10][C:11]1[CH:12]=[CH:13][C:14]([NH:17][C:18](=[O:30])[CH2:19][C:20]2[CH:29]=[CH:28][C:27]3[CH2:26][CH2:25][CH2:24][NH:23][C:22]=3[N:21]=2)=[CH:15][CH:16]=1)=[O:7]. The catalyst class is: 44. (6) Reactant: [Cl:1][C:2]1[CH:10]=[C:9]2[C:5]([C:6]([C:11]([C:13]3[C:14](Cl)=[N:15][CH:16]=[CH:17][CH:18]=3)=[O:12])=[N:7][NH:8]2)=[CH:4][CH:3]=1.[CH2:20]([NH2:27])[C:21]1[CH:26]=[CH:25][CH:24]=[CH:23][CH:22]=1. Product: [CH2:20]([NH:27][C:14]1[C:13]([C:11]([C:6]2[C:5]3[C:9](=[CH:10][C:2]([Cl:1])=[CH:3][CH:4]=3)[NH:8][N:7]=2)=[O:12])=[CH:18][CH:17]=[CH:16][N:15]=1)[C:21]1[CH:26]=[CH:25][CH:24]=[CH:23][CH:22]=1. The catalyst class is: 16. (7) Reactant: [NH2:1][C@H:2]1[CH2:7][CH2:6][C@H:5]([NH:8][C:9](=O)OC(C)(C)C)[CH2:4][CH2:3]1.[H-].[Al+3].[Li+].[H-].[H-].[H-].O.[OH-].[Na+]. Product: [CH3:9][NH:8][C@H:5]1[CH2:6][CH2:7][C@H:2]([NH2:1])[CH2:3][CH2:4]1. The catalyst class is: 7.